Dataset: Full USPTO retrosynthesis dataset with 1.9M reactions from patents (1976-2016). Task: Predict the reactants needed to synthesize the given product. (1) Given the product [OH:16][CH2:15][CH2:14][C@H:13]1[NH:8][CH2:9][C@@H:10]([NH:17][C:18]([C:20]2[C:28]3[C:23](=[CH:24][CH:25]=[CH:26][CH:27]=3)[N:22]([CH:29]([CH3:31])[CH3:30])[N:21]=2)=[O:19])[CH2:11][CH2:12]1, predict the reactants needed to synthesize it. The reactants are: C([N:8]1[C@H:13]([CH2:14][CH2:15][OH:16])[CH2:12][CH2:11][C@H:10]([NH:17][C:18]([C:20]2[C:28]3[C:23](=[CH:24][CH:25]=[CH:26][CH:27]=3)[N:22]([CH:29]([CH3:31])[CH3:30])[N:21]=2)=[O:19])[CH2:9]1)C1C=CC=CC=1. (2) Given the product [Br:51][C:11]1[N:10]([CH2:19][C@H:20]2[CH2:25][CH2:24][C@H:23]([CH3:26])[CH2:22][CH2:21]2)[C:9]2[C:13](=[N:14][C:15]([C:17]#[N:18])=[N:16][C:8]=2[C:4]2[CH:5]=[CH:6][CH:7]=[C:2]([Cl:1])[CH:3]=2)[N:12]=1, predict the reactants needed to synthesize it. The reactants are: [Cl:1][C:2]1[CH:3]=[C:4]([C:8]2[N:16]=[C:15]([C:17]#[N:18])[N:14]=[C:13]3[C:9]=2[N:10]([CH2:19][C@H:20]2[CH2:25][CH2:24][C@H:23]([CH3:26])[CH2:22][CH2:21]2)[CH:11]=[N:12]3)[CH:5]=[CH:6][CH:7]=1.CC1(C)CCCC(C)(C)N1[Mg]Cl.C1COCC1.C1(C)C=CC=CC=1.[Br:51]N1C(C)(C)C(=O)N(Br)C1=O. (3) Given the product [ClH:37].[CH:32]([N:27]1[C:26]([C:20]2[N:19]=[C:18]3[N:22]([CH2:23][CH2:24][O:25][C:16]4[CH:15]=[C:14]([CH:11]5[CH2:12][CH2:13][NH:8][CH2:9][CH2:10]5)[CH:36]=[CH:35][C:17]=43)[CH:21]=2)=[N:30][C:29]([CH3:31])=[N:28]1)([CH3:34])[CH3:33], predict the reactants needed to synthesize it. The reactants are: C(OC([N:8]1[CH2:13][CH2:12][CH:11]([C:14]2[CH:36]=[CH:35][C:17]3[C:18]4[N:22]([CH2:23][CH2:24][O:25][C:16]=3[CH:15]=2)[CH:21]=[C:20]([C:26]2[N:27]([CH:32]([CH3:34])[CH3:33])[N:28]=[C:29]([CH3:31])[N:30]=2)[N:19]=4)[CH2:10][CH2:9]1)=O)(C)(C)C.[ClH:37]. (4) Given the product [I:1][C:2]1[C:10]2[C:5](=[CH:6][C:7]([CH3:11])=[CH:8][CH:9]=2)[N:4]([CH2:14][CH2:15][N:16]([CH3:18])[CH3:17])[N:3]=1, predict the reactants needed to synthesize it. The reactants are: [I:1][C:2]1[C:10]2[C:5](=[CH:6][C:7]([CH3:11])=[CH:8][CH:9]=2)[NH:4][N:3]=1.Cl.Cl[CH2:14][CH2:15][N:16]([CH3:18])[CH3:17].C(=O)([O-])[O-].[K+].[K+].O. (5) Given the product [CH3:19][O:1][C:2]1[C:6]([C:7]([O:9][CH2:10][CH3:11])=[O:8])=[CH:5][N:4]([C:12]([O:14][C:15]([CH3:17])([CH3:16])[CH3:18])=[O:13])[N:3]=1, predict the reactants needed to synthesize it. The reactants are: [OH:1][C:2]1[C:6]([C:7]([O:9][CH2:10][CH3:11])=[O:8])=[CH:5][N:4]([C:12]([O:14][C:15]([CH3:18])([CH3:17])[CH3:16])=[O:13])[N:3]=1.[CH3:19]C#N.C(=O)([O-])[O-].[K+].[K+].IC. (6) Given the product [OH:11][C@H:3]1[CH2:4][C:5]2[C:10](=[CH:9][CH:8]=[CH:7][CH:6]=2)[C@H:2]1[NH:1][C:12](=[O:14])[CH3:13], predict the reactants needed to synthesize it. The reactants are: [NH2:1][C@@H:2]1[C:10]2[C:5](=[CH:6][CH:7]=[CH:8][CH:9]=2)[CH2:4][C@@H:3]1[OH:11].[C:12](OC(=O)C)(=[O:14])[CH3:13]. (7) Given the product [Br:1][C:2]1[CH:3]=[N:4][N:5]([C:21]2([CH2:20][C:18]#[N:19])[CH2:22][CH2:23][N:24]([C:27]([O:29][C:30]([CH3:31])([CH3:32])[CH3:33])=[O:28])[CH2:25][CH2:26]2)[CH:6]=1, predict the reactants needed to synthesize it. The reactants are: [Br:1][C:2]1[CH:3]=[N:4][NH:5][CH:6]=1.N12CCCN=C1CCCCC2.[C:18]([CH:20]=[C:21]1[CH2:26][CH2:25][N:24]([C:27]([O:29][C:30]([CH3:33])([CH3:32])[CH3:31])=[O:28])[CH2:23][CH2:22]1)#[N:19].